From a dataset of Reaction yield outcomes from USPTO patents with 853,638 reactions. Predict the reaction yield, written as a fraction of the theoretical maximum amount of product (1.0 means a 100% yield; for example, 0.34 means a 34% yield). (1) The reactants are I[C:2]1[CH:28]=[CH:27][CH:26]=[CH:25][C:3]=1[CH2:4][C:5]1[S:6][C:7]2[N:8]=[CH:9][N:10]=[C:11]([NH:14][C:15]3[CH:20]=[CH:19][C:18]([C:21]([F:24])([F:23])[F:22])=[CH:17][CH:16]=3)[C:12]=2[N:13]=1.[Cu](C#N)[C:30]#[N:31]. The catalyst is CN(C=O)C. The product is [F:22][C:21]([F:24])([F:23])[C:18]1[CH:19]=[CH:20][C:15]([NH:14][C:11]2[C:12]3[N:13]=[C:5]([CH2:4][C:3]4[CH:25]=[CH:26][CH:27]=[CH:28][C:2]=4[C:30]#[N:31])[S:6][C:7]=3[N:8]=[CH:9][N:10]=2)=[CH:16][CH:17]=1. The yield is 0.940. (2) The reactants are [O:1]([CH2:8][CH2:9][S:10][CH2:11][C:12]([OH:14])=O)[C:2]1[CH:7]=[CH:6][CH:5]=[CH:4][CH:3]=1.CCOC1N(C(OCC)=O)C2C(=CC=CC=2)C=C1.[C:33]([SiH2:37][O:38][C:39]([CH3:55])([CH3:54])[C:40]1[CH:41]=[C:42]2[C:47](=[CH:48][CH:49]=1)[CH:46]=[C:45]([C:50]([NH:52][NH2:53])=[O:51])[CH:44]=[CH:43]2)([CH3:36])([CH3:35])[CH3:34].O(CCSCC(NNC(C1C=CC2C=C(CN(C)C)OC=2C=1)=O)=O)C1C=CC=CC=1. No catalyst specified. The product is [O:1]([CH2:8][CH2:9][S:10][CH2:11][C:12]([NH:53][NH:52][C:50]([C:45]1[CH:44]=[CH:43][C:42]2[C:47](=[CH:48][CH:49]=[C:40]([C:39]([CH3:55])([CH3:54])[O:38][SiH2:37][C:33]([CH3:36])([CH3:35])[CH3:34])[CH:41]=2)[CH:46]=1)=[O:51])=[O:14])[C:2]1[CH:3]=[CH:4][CH:5]=[CH:6][CH:7]=1. The yield is 0.780.